This data is from Catalyst prediction with 721,799 reactions and 888 catalyst types from USPTO. The task is: Predict which catalyst facilitates the given reaction. (1) Reactant: C([S:8][C:9]1[CH:10]=[C:11]2[C:16](=[CH:17][CH:18]=1)[N:15]([C:19]1[C:24]([O:25][CH3:26])=[CH:23][C:22]([C:27]3[CH:32]=[CH:31][CH:30]=[C:29]([F:33])[CH:28]=3)=[C:21]([Cl:34])[CH:20]=1)[C:14](=[O:35])[CH:13]=[CH:12]2)C1C=CC=CC=1.ClN1C(C)(C)C(=O)N(Cl)C1=[O:39].[F:47][C:48]1[C:53]([F:54])=[C:52]([F:55])[C:51]([F:56])=[C:50]([F:57])[C:49]=1[OH:58].C(N(CC)CC)C.[OH2:66]. Product: [Cl:34][C:21]1[CH:20]=[C:19]([N:15]2[C:16]3[C:11](=[CH:10][C:9]([S:8]([O:58][C:49]4[C:48]([F:47])=[C:53]([F:54])[C:52]([F:55])=[C:51]([F:56])[C:50]=4[F:57])(=[O:39])=[O:66])=[CH:18][CH:17]=3)[CH:12]=[CH:13][C:14]2=[O:35])[C:24]([O:25][CH3:26])=[CH:23][C:22]=1[C:27]1[CH:32]=[CH:31][CH:30]=[C:29]([F:33])[CH:28]=1. The catalyst class is: 699. (2) Reactant: [I:1][C:2]1[C:10]2[C:5](=[CH:6][CH:7]=[C:8]([C:11]([OH:13])=O)[CH:9]=2)[NH:4][N:3]=1.[CH:14]1([CH:19]([C:22]2[CH:27]=[CH:26][CH:25]=[CH:24][CH:23]=2)[CH2:20][NH2:21])[CH2:18][CH2:17][CH2:16][CH2:15]1.CN(C(ON1N=NC2C=CC=CC1=2)=[N+](C)C)C.[B-](F)(F)(F)F.CCN(C(C)C)C(C)C. Product: [CH:14]1([CH:19]([C:22]2[CH:23]=[CH:24][CH:25]=[CH:26][CH:27]=2)[CH2:20][NH:21][C:11]([C:8]2[CH:9]=[C:10]3[C:5](=[CH:6][CH:7]=2)[NH:4][N:3]=[C:2]3[I:1])=[O:13])[CH2:18][CH2:17][CH2:16][CH2:15]1. The catalyst class is: 3. (3) Product: [CH3:22][O:11][C:10](=[O:12])[C@@H:9]([NH:8][C:6]([O:5][C:1]([CH3:4])([CH3:2])[CH3:3])=[O:7])[CH2:13][C:14]1[CH:15]=[C:16]([F:21])[CH:17]=[C:18]([F:20])[CH:19]=1. Reactant: [C:1]([O:5][C:6]([NH:8][C@@H:9]([CH2:13][C:14]1[CH:19]=[C:18]([F:20])[CH:17]=[C:16]([F:21])[CH:15]=1)[C:10]([OH:12])=[O:11])=[O:7])([CH3:4])([CH3:3])[CH3:2].[C:22](=O)([O-])[O-].[K+].[K+].S(OC)(OC)(=O)=O.[OH-].[NH4+]. The catalyst class is: 3. (4) Reactant: [CH3:1][C:2]1[N:7]([CH2:8][C:9]([F:12])([F:11])[F:10])[C:6](=[O:13])[CH:5]=[CH:4][C:3]=1[C:14]1[CH:19]=[C:18]([F:20])[CH:17]=[C:16]([F:21])[C:15]=1[F:22]. Product: [CH3:1][CH:2]1[N:7]([CH2:8][C:9]([F:12])([F:10])[F:11])[C:6](=[O:13])[CH2:5][CH2:4][CH:3]1[C:14]1[CH:19]=[C:18]([F:20])[CH:17]=[C:16]([F:21])[C:15]=1[F:22]. The catalyst class is: 603. (5) Product: [Cl:1][C:2]1[CH:7]=[CH:6][N:5]=[C:4]2[CH:8]=[C:9]([C:25]3[N:29]([CH3:30])[CH:28]=[N:27][CH:26]=3)[S:10][C:3]=12. Reactant: [Cl:1][C:2]1[CH:7]=[CH:6][N:5]=[C:4]2[CH:8]=[C:9]([Sn](CCCC)(CCCC)CCCC)[S:10][C:3]=12.Br[C:25]1[N:29]([CH3:30])[CH:28]=[N:27][CH:26]=1. The catalyst class is: 109. (6) Reactant: [C:1]([C:3]1[CH:8]=[CH:7][N:6]=[C:5]([N:9]([CH3:14])[S:10]([CH3:13])(=[O:12])=[O:11])[N:4]=1)#[N:2].[OH-].N. Product: [NH2:2][CH2:1][C:3]1[CH:8]=[CH:7][N:6]=[C:5]([N:9]([CH3:14])[S:10]([CH3:13])(=[O:12])=[O:11])[N:4]=1. The catalyst class is: 94. (7) Reactant: C(O[C:6]([N:8](C)[C@@H:9]1[CH2:15][CH2:14][CH2:13][C@@H:12]([CH3:16])[N:11]2[C:17](=[O:30])[C:18]([O:25][S:26]([CH3:29])(=[O:28])=[O:27])=[C:19]([C:21]([O:23][CH3:24])=[O:22])[N:20]=[C:10]12)=O)(C)(C)C.Cl.C(=O)([O-])[O-].[Na+].[Na+]. Product: [CH3:16][C@H:12]1[N:11]2[C:17](=[O:30])[C:18]([O:25][S:26]([CH3:29])(=[O:27])=[O:28])=[C:19]([C:21]([O:23][CH3:24])=[O:22])[N:20]=[C:10]2[C@H:9]([NH:8][CH3:6])[CH2:15][CH2:14][CH2:13]1. The catalyst class is: 38. (8) Reactant: [OH:1][CH2:2][CH2:3][N:4](C)[C:5](=O)OC(C)(C)C.N1C=CC=CC=1.[C:19]([Cl:26])(=[O:25])[O:20][CH2:21][CH2:22][O:23][CH3:24].O. Product: [ClH:26].[C:19](=[O:25])([O:1][CH2:2][CH2:3][NH:4][CH3:5])[O:20][CH2:21][CH2:22][O:23][CH3:24]. The catalyst class is: 13. (9) Reactant: [F:1][C:2]([F:7])([F:6])[C:3]([OH:5])=[O:4].C(OC([N:15]1[CH2:19][CH2:18][CH:17]([C:20]2[CH:25]=[CH:24][C:23]([O:26][CH2:27][C:28]3[CH:33]=[CH:32][CH:31]=[CH:30][CH:29]=3)=[CH:22][C:21]=2[O:34][CH2:35][C:36]2[CH:41]=[CH:40][CH:39]=[CH:38][CH:37]=2)[CH2:16]1)=O)(C)(C)C. Product: [F:1][C:2]([F:7])([F:6])[C:3]([O-:5])=[O:4].[CH2:35]([O:34][C:21]1[CH:22]=[C:23]([O:26][CH2:27][C:28]2[CH:29]=[CH:30][CH:31]=[CH:32][CH:33]=2)[CH:24]=[CH:25][C:20]=1[CH:17]1[CH2:18][CH2:19][NH2+:15][CH2:16]1)[C:36]1[CH:37]=[CH:38][CH:39]=[CH:40][CH:41]=1. The catalyst class is: 4. (10) Reactant: Br[N:2]1C(=O)CCC1=O.[Cl:9][C:10]1[S:14][C:13]([C:15]([NH:17][C:18]2[CH:26]=[CH:25][CH:24]=[C:23]3[C:19]=2[C:20](=[O:37])[N:21]([CH2:28][C:29]2[CH:34]=[CH:33][CH:32]=[C:31]([CH2:35]O)[CH:30]=2)[C:22]3=[O:27])=[O:16])=[CH:12][CH:11]=1.C1(P(C2C=CC=CC=2)C2C=CC=CC=2)C=CC=CC=1.O. Product: [NH2:2][CH2:35][C:31]1[CH:30]=[C:29]([CH:34]=[CH:33][CH:32]=1)[CH2:28][N:21]1[C:20](=[O:37])[C:19]2[C:23](=[CH:24][CH:25]=[CH:26][C:18]=2[NH:17][C:15]([C:13]2[S:14][C:10]([Cl:9])=[CH:11][CH:12]=2)=[O:16])[C:22]1=[O:27]. The catalyst class is: 217.